Predict the reactants needed to synthesize the given product. From a dataset of Full USPTO retrosynthesis dataset with 1.9M reactions from patents (1976-2016). (1) Given the product [CH2:44]([C@@H:41]1[CH2:40][CH2:39][C@H:38]([O:37][C:28]2[C:29]([C:33]([F:34])([F:35])[F:36])=[C:30]3[C:25](=[CH:26][CH:27]=2)[CH:24]=[C:23]([CH:21]([N:19]2[CH:13]4[CH2:14][CH2:15][CH2:16][CH:17]2[CH2:18][CH:11]([C:9]([O:8][CH3:7])=[O:10])[CH2:12]4)[CH3:22])[CH:32]=[CH:31]3)[CH2:43][CH2:42]1)[CH3:45], predict the reactants needed to synthesize it. The reactants are: C(=O)([O-])[O-].[K+].[K+].[CH3:7][O:8][C:9]([CH:11]1[CH2:18][CH:17]2[NH:19][CH:13]([CH2:14][CH2:15][CH2:16]2)[CH2:12]1)=[O:10].Br[CH:21]([C:23]1[CH:24]=[C:25]2[C:30](=[CH:31][CH:32]=1)[C:29]([C:33]([F:36])([F:35])[F:34])=[C:28]([O:37][CH:38]1[CH2:43][CH2:42][CH:41]([CH2:44][CH3:45])[CH2:40][CH2:39]1)[CH:27]=[CH:26]2)[CH3:22]. (2) Given the product [Cl:1][C:2]1[CH:10]=[CH:9][C:8]([O:11][CH3:12])=[CH:7][C:3]=1[C:4]([NH:28][CH2:27][C:17]1([C:20]2[CH:21]=[N:22][C:23]([F:26])=[CH:24][CH:25]=2)[CH2:18][CH2:19][C:14]([F:13])([F:29])[CH2:15][CH2:16]1)=[O:6], predict the reactants needed to synthesize it. The reactants are: [Cl:1][C:2]1[CH:10]=[CH:9][C:8]([O:11][CH3:12])=[CH:7][C:3]=1[C:4]([OH:6])=O.[F:13][C:14]1([F:29])[CH2:19][CH2:18][C:17]([CH2:27][NH2:28])([C:20]2[CH:21]=[N:22][C:23]([F:26])=[CH:24][CH:25]=2)[CH2:16][CH2:15]1.